The task is: Predict the product of the given reaction.. This data is from Forward reaction prediction with 1.9M reactions from USPTO patents (1976-2016). The product is: [CH:1]1([S:4]([C:7]2[CH:8]=[CH:9][C:10]([CH:13]([C:21]3[NH:25][C:24]([C:26]4[S:27][C:28]([CH2:31][NH:38][CH2:37][CH2:36][S:35][CH2:33][CH3:34])=[CH:29][N:30]=4)=[CH:23][CH:22]=3)[CH2:14][CH:15]3[CH2:16][CH2:17][O:18][CH2:19][CH2:20]3)=[CH:11][CH:12]=2)(=[O:5])=[O:6])[CH2:3][CH2:2]1. Given the reactants [CH:1]1([S:4]([C:7]2[CH:12]=[CH:11][C:10]([CH:13]([C:21]3[NH:25][C:24]([C:26]4[S:27][C:28]([CH:31]=O)=[CH:29][N:30]=4)=[CH:23][CH:22]=3)[CH2:14][CH:15]3[CH2:20][CH2:19][O:18][CH2:17][CH2:16]3)=[CH:9][CH:8]=2)(=[O:6])=[O:5])[CH2:3][CH2:2]1.[CH2:33]([S:35][CH2:36][CH2:37][NH2:38])[CH3:34].C(=O)([O-])O.[Na+], predict the reaction product.